From a dataset of Experimentally validated miRNA-target interactions with 360,000+ pairs, plus equal number of negative samples. Binary Classification. Given a miRNA mature sequence and a target amino acid sequence, predict their likelihood of interaction. (1) The miRNA is hsa-let-7b-5p with sequence UGAGGUAGUAGGUUGUGUGGUU. The protein sequence of the target gene is MVLAAPLLLGFLLLALELRPRGEAAEGPAAAAAAAAAAAAAGVGGERSSRPAPSVAPEPDGCPVCVWRQHSRELRLESIKSQILSKLRLKEAPNISREVVKQLLPKAPPLQQILDLHDFQGDALQPEDFLEEDEYHATTETVISMAQETDPAVQTDGSPLCCHFHFSPKVMFTKVLKAQLWVYLRPVPRPATVYLQILRLKPLTGEGTAGGGGGGRRHIRIRSLKIELHSRSGHWQSIDFKQVLHSWFRQPQSNWGIEINAFDPSGTDLAVTSLGPGAEGLHPFMELRVLENTKRSRRNL.... Result: 1 (interaction). (2) The miRNA is hsa-miR-2681-5p with sequence GUUUUACCACCUCCAGGAGACU. The protein sequence of the target gene is MAVRGANTLTSFSIQAILNKKEERGGLAAPEGRPAPGGTAASVAAAPAVCCWRLFGERDAGALGGAEDSLLASPAGTRTAAGRTAESPEGWDSDSALSEENESRRRCADARGASGAGLAGGSLSLGQPVCELAASKDLEEEAAGRSDSEMSASVSGDRSPRTEDDGVGPRGAHVSALCSGAGGGGGSGPAGVAEEEEEPAAPKPRKKRSRAAFSHAQVFELERRFNHQRYLSGPERADLAASLKLTETQVKIWFQNRRYKTKRRQMAADLLASAPAAKKVAVKVLVRDDQRQYLPGEVLR.... Result: 1 (interaction). (3) The miRNA is mmu-miR-1264-3p with sequence CAAAUCUUAUUUGAGCACCUGU. The protein sequence of the target gene is MSGEMDKPLISRRLVDSDGSLAEVPKEAPKVGILGSGDFARSLATRLVGSGFSVVVGSRNPKRTAGLFPSLAQVTFQEEAVSSPEVIFVAVFREHYSSLCSLADQLAGKILVDVSNPTEKEHLQHRQSNAEYLASLFPACTVVKAFNVISAWALQAGPRDGNRQVLICSDQPEAKRTISEMARAMGFTPLDMGSLASAREVEAIPLRLLPSWKVPTLLALGLFVCFYTYNFIRDVLQPYIRKDENKFYKMPLSVVNTTLPCVAYVLLSLVYLPGVLAAALQLRRGTKYQRFPDWLDHWLQ.... Result: 1 (interaction). (4) The miRNA is gga-miR-146b-3p with sequence CCCUAUGGAUUCAGUUCUGC. The protein sequence of the target gene is MSTDTGVSLPSYEEDQGSKLIRKAKEAPFVPVGIAGFAAIVAYGLYKLKSRGNTKMSIHLIHMRVAAQGFVVGAMTVGMGYSMYREFWAKPKP. Result: 0 (no interaction).